This data is from Forward reaction prediction with 1.9M reactions from USPTO patents (1976-2016). The task is: Predict the product of the given reaction. (1) Given the reactants [C:1]([O:6][C:7]1[CH:12]=[CH:11][C:10]([P:13]([O:24][CH2:25][CH3:26])([CH2:15][P:16]([O:21][CH2:22][CH3:23])([O:18][CH2:19][CH3:20])=[O:17])=[O:14])=[CH:9][C:8]=1[C:27]([CH3:40])([CH3:39])[CH2:28][C:29]([O:31]CC1C=CC=CC=1)=[O:30])(=[O:5])[CH2:2][CH2:3]C.[CH3:41]O, predict the reaction product. The product is: [CH3:41][CH:2]([CH3:3])[C:1]([O:6][C:7]1[CH:12]=[CH:11][C:10]([P:13]([O:24][CH2:25][CH3:26])([CH2:15][P:16]([O:21][CH2:22][CH3:23])([O:18][CH2:19][CH3:20])=[O:17])=[O:14])=[CH:9][C:8]=1[C:27]([CH3:40])([CH3:39])[CH2:28][C:29]([OH:31])=[O:30])=[O:5]. (2) Given the reactants Br[C:2]1[CH:7]=[CH:6][C:5]([Cl:8])=[CH:4][C:3]=1[Cl:9].[Mg].II.[C:13](OCC)(=[O:19])[C:14]([O:16][CH2:17][CH3:18])=[O:15].[Cl-].[NH4+], predict the reaction product. The product is: [Cl:9][C:3]1[CH:4]=[C:5]([Cl:8])[CH:6]=[CH:7][C:2]=1[C:13](=[O:19])[C:14]([O:16][CH2:17][CH3:18])=[O:15]. (3) Given the reactants C([O:5][C:6](=[O:29])[CH2:7][N:8]1[C:16]2[C:11](=[CH:12][C:13]([Cl:17])=[CH:14][CH:15]=2)[C:10]([CH:18]2[C:22]3[CH:23]=[CH:24][CH:25]=[CH:26][C:21]=3[S:20](=[O:28])(=[O:27])[NH:19]2)=[CH:9]1)(C)(C)C.[OH-].[Na+], predict the reaction product. The product is: [Cl:17][C:13]1[CH:12]=[C:11]2[C:16](=[CH:15][CH:14]=1)[N:8]([CH2:7][C:6]([OH:29])=[O:5])[CH:9]=[C:10]2[CH:18]1[C:22]2[CH:23]=[CH:24][CH:25]=[CH:26][C:21]=2[S:20](=[O:28])(=[O:27])[NH:19]1. (4) Given the reactants [Cl:1][C:2]1[CH:10]=[CH:9][C:5]([C:6]([OH:8])=[O:7])=[CH:4][C:3]=1[N+:11]([O-:13])=[O:12].S(=O)(=O)(O)O.[CH2:19](O)[CH3:20], predict the reaction product. The product is: [CH2:19]([O:7][C:6](=[O:8])[C:5]1[CH:9]=[CH:10][C:2]([Cl:1])=[C:3]([N+:11]([O-:13])=[O:12])[CH:4]=1)[CH3:20].